Dataset: Reaction yield outcomes from USPTO patents with 853,638 reactions. Task: Predict the reaction yield, written as a fraction of the theoretical maximum amount of product (1.0 means a 100% yield; for example, 0.34 means a 34% yield). (1) The product is [N:6]1[CH:7]=[CH:8][N:3]=[CH:4][C:5]=1[C:9]1[CH:10]=[CH:11][C:12]([CH:15]=[CH:16][CH2:17][OH:18])=[CH:13][CH:14]=1. The reactants are [BH4-].[Na+].[N:3]1[CH:8]=[CH:7][N:6]=[C:5]([C:9]2[CH:14]=[CH:13][C:12](/[CH:15]=[CH:16]/[CH:17]=[O:18])=[CH:11][CH:10]=2)[CH:4]=1. The catalyst is C(O)C. The yield is 0.890. (2) The reactants are [CH2:1]([O:8][C:9]([NH:11][C@@H:12]([CH2:20][C:21]1[CH:26]=[CH:25][C:24]([C:27]2[N:32]=[CH:31][C:30](Br)=[CH:29][N:28]=2)=[CH:23][CH:22]=1)[C:13]([O:15][C:16]([CH3:19])([CH3:18])[CH3:17])=[O:14])=[O:10])[C:2]1[CH:7]=[CH:6][CH:5]=[CH:4][CH:3]=1.[C:34]([C:38]1[CH:43]=[CH:42][C:41](B(O)O)=[CH:40][CH:39]=1)([CH3:37])([CH3:36])[CH3:35].C(=O)(O)[O-].[Na+].N#N. The catalyst is C(#N)C.C1COCC1.O.CC(=O)OCC.C1C=CC(P(C2C=CC=CC=2)[C-]2C=CC=C2)=CC=1.C1C=CC(P(C2C=CC=CC=2)[C-]2C=CC=C2)=CC=1.Cl[Pd]Cl.[Fe+2]. The product is [CH2:1]([O:8][C:9]([NH:11][C@@H:12]([CH2:20][C:21]1[CH:26]=[CH:25][C:24]([C:27]2[N:32]=[CH:31][C:30]([C:41]3[CH:42]=[CH:43][C:38]([C:34]([CH3:37])([CH3:36])[CH3:35])=[CH:39][CH:40]=3)=[CH:29][N:28]=2)=[CH:23][CH:22]=1)[C:13]([O:15][C:16]([CH3:19])([CH3:18])[CH3:17])=[O:14])=[O:10])[C:2]1[CH:7]=[CH:6][CH:5]=[CH:4][CH:3]=1. The yield is 0.700.